This data is from Forward reaction prediction with 1.9M reactions from USPTO patents (1976-2016). The task is: Predict the product of the given reaction. (1) Given the reactants [F:1][C:2]1[CH:3]=[C:4]([NH:10][NH2:11])[CH:5]=[CH:6][C:7]=1[O:8][CH3:9].[ClH:12], predict the reaction product. The product is: [ClH:12].[F:1][C:2]1[CH:3]=[C:4]([NH:10][NH2:11])[CH:5]=[CH:6][C:7]=1[O:8][CH3:9]. (2) Given the reactants [CH3:1][C@@H:2]([O:14][CH2:15][P:16]([O:27][CH2:28][O:29][C:30]([O:32][CH:33]([CH3:35])[CH3:34])=[O:31])([O:18][CH2:19][O:20][C:21]([O:23][CH:24]([CH3:26])[CH3:25])=[O:22])=[O:17])[CH2:3][N:4]1[C:8]2[N:9]=[CH:10][N:11]=[C:12]([NH2:13])[C:7]=2[N:6]=[CH:5]1.[C:36]([OH:43])(=[O:42])/[CH:37]=[CH:38]/[C:39]([OH:41])=[O:40], predict the reaction product. The product is: [CH3:1][C@@H:2]([O:14][CH2:15][P:16]([O:18][CH2:19][O:20][C:21]([O:23][CH:24]([CH3:26])[CH3:25])=[O:22])([O:27][CH2:28][O:29][C:30]([O:32][CH:33]([CH3:34])[CH3:35])=[O:31])=[O:17])[CH2:3][N:4]1[C:8]2[N:9]=[CH:10][N:11]=[C:12]([NH2:13])[C:7]=2[N:6]=[CH:5]1.[CH:37](/[C:36]([OH:43])=[O:42])=[CH:38]\[C:39]([OH:41])=[O:40]. (3) Given the reactants [Cl:1][C:2]1[C:3]([O:11][CH2:12][CH:13]2[CH2:15][CH2:14]2)=[CH:4][C:5]([C:8]([OH:10])=O)=[N:6][CH:7]=1.[NH2:16][CH2:17][C:18]([CH3:22])([CH3:21])[CH2:19][OH:20], predict the reaction product. The product is: [OH:20][CH2:19][C:18]([CH3:22])([CH3:21])[CH2:17][NH:16][C:8]([C:5]1[CH:4]=[C:3]([O:11][CH2:12][CH:13]2[CH2:15][CH2:14]2)[C:2]([Cl:1])=[CH:7][N:6]=1)=[O:10]. (4) Given the reactants C([O:5][C:6](=[O:35])[CH2:7][N:8]([S:17]([C:20]1[CH:29]=[C:28]2[C:23]([C:24]([Cl:34])=[CH:25][N:26]=[C:27]2[NH:30][C:31]([NH2:33])=[NH:32])=[CH:22][CH:21]=1)(=[O:19])=[O:18])[C@@H:9]([C:11]1[CH:16]=[CH:15][CH:14]=[CH:13][CH:12]=1)[CH3:10])(C)(C)C, predict the reaction product. The product is: [ClH:34].[Cl:34][C:24]1[C:23]2[C:28](=[CH:29][C:20]([S:17]([N:8]([C@@H:9]([C:11]3[CH:12]=[CH:13][CH:14]=[CH:15][CH:16]=3)[CH3:10])[CH2:7][C:6]([OH:35])=[O:5])(=[O:18])=[O:19])=[CH:21][CH:22]=2)[C:27]([NH:30][C:31]([NH2:33])=[NH:32])=[N:26][CH:25]=1. (5) Given the reactants [NH2:1][CH:2]([C:7]1[CH:12]=[CH:11][C:10]([O:13][CH3:14])=[CH:9][C:8]=1OCC)[CH2:3][C:4]([OH:6])=[O:5].[OH-].[Na+].[C:20]([OH:24])(C)(C)[CH3:21].[C:25]([O:29][C:30](O[C:30]([O:29][C:25]([CH3:28])([CH3:27])[CH3:26])=[O:31])=[O:31])([CH3:28])([CH3:27])[CH3:26], predict the reaction product. The product is: [C:25]([O:29][C:30]([NH:1][CH:2]([C:7]1[CH:8]=[CH:9][C:10]([O:13][CH3:14])=[C:11]([O:24][CH2:20][CH3:21])[CH:12]=1)[CH2:3][C:4]([OH:6])=[O:5])=[O:31])([CH3:28])([CH3:27])[CH3:26]. (6) Given the reactants Cl[C:2]1[CH:7]=[C:6]([CH3:8])[N:5]=[C:4]([NH2:9])[CH:3]=1.C([O-])(=O)C.[K+].[B:15]1([B:15]2[O:19][C:18]([CH3:21])([CH3:20])[C:17]([CH3:23])([CH3:22])[O:16]2)[O:19][C:18]([CH3:21])([CH3:20])[C:17]([CH3:23])([CH3:22])[O:16]1.C1(P(C2CCCCC2)C2CCCCC2)CCCCC1, predict the reaction product. The product is: [CH3:8][C:6]1[N:5]=[C:4]([NH2:9])[CH:3]=[C:2]([B:15]2[O:19][C:18]([CH3:21])([CH3:20])[C:17]([CH3:23])([CH3:22])[O:16]2)[CH:7]=1.